This data is from Full USPTO retrosynthesis dataset with 1.9M reactions from patents (1976-2016). The task is: Predict the reactants needed to synthesize the given product. (1) Given the product [ClH:2].[NH2:50][CH2:49][C@H:46]1[CH2:45][CH2:44][C@H:43]([C:41]([NH:40][C@H:16]([C:15]([NH:14][C:11]2[CH:12]=[CH:13][C:8]([C:6]3[NH:7][C:3]([Cl:2])=[N:4][N:5]=3)=[CH:9][CH:10]=2)=[O:58])[CH2:17][C:18]2[CH:19]=[C:20]([C:24]3[CH:29]=[CH:28][CH:27]=[C:26]([C:30]([NH:31][CH2:32][CH2:33][N:34]([CH2:37][CH3:38])[CH2:35][CH3:36])=[O:39])[CH:25]=3)[CH:21]=[CH:22][CH:23]=2)=[O:42])[CH2:48][CH2:47]1, predict the reactants needed to synthesize it. The reactants are: Cl.[Cl:2][C:3]1[NH:7][C:6]([C:8]2[CH:13]=[CH:12][C:11]([NH:14][C:15](=[O:58])[C@@H:16]([NH:40][C:41]([C@H:43]3[CH2:48][CH2:47][C@H:46]([CH2:49][NH:50]C(=O)OC(C)(C)C)[CH2:45][CH2:44]3)=[O:42])[CH2:17][C:18]3[CH:19]=[C:20]([C:24]4[CH:29]=[CH:28][CH:27]=[C:26]([C:30](=[O:39])[NH:31][CH2:32][CH2:33][N:34]([CH2:37][CH3:38])[CH2:35][CH3:36])[CH:25]=4)[CH:21]=[CH:22][CH:23]=3)=[CH:10][CH:9]=2)=[N:5][N:4]=1.C(#N)C. (2) Given the product [O:26]1[CH2:31][CH2:30][CH:29]([C:32]2[CH:36]=[C:35]([NH:37][C:38](=[O:46])[NH2:7])[O:34][N:33]=2)[CH2:28][CH2:27]1, predict the reactants needed to synthesize it. The reactants are: COC1C=C2C(=CC=1OCCOC)N=C[N:7]=C2OC1C=C(C=CC=1)N.[O:26]1[CH2:31][CH2:30][CH:29]([C:32]2[CH:36]=[C:35]([NH:37][C:38](=[O:46])OC3C=CC=CC=3)[O:34][N:33]=2)[CH2:28][CH2:27]1.COC1C=C2C(=CC=1OC)N=CN=C2OC1C=C(NC(NC2ON=C(C(C)C)C=2)=O)C=CC=1. (3) Given the product [CH:40]1[C:41]2[CH:29]([CH2:28][O:27][C:25]([N:7]3[C:8]4[CH:14]=[CH:13][CH:12]=[CH:11][C:9]=4[CH2:10][N:4]4[CH:3]=[CH:2][CH:1]=[C:5]4[CH2:6]3)=[O:26])[C:30]3[C:35](=[CH:34][CH:33]=[CH:32][CH:31]=3)[C:36]=2[CH:37]=[CH:38][CH:39]=1, predict the reactants needed to synthesize it. The reactants are: [CH:1]1[CH:2]=[CH:3][N:4]2[CH2:10][C:9]3[CH:11]=[CH:12][CH:13]=[CH:14][C:8]=3[NH:7][CH2:6][C:5]=12.C(N(CC)C(C)C)(C)C.Cl[C:25]([O:27][CH2:28][CH:29]1[C:41]2[CH:40]=[CH:39][CH:38]=[CH:37][C:36]=2[C:35]2[C:30]1=[CH:31][CH:32]=[CH:33][CH:34]=2)=[O:26]. (4) Given the product [CH2:1]([O:3][C:4]1[CH:5]=[C:6]([CH:12]([C:16]2[CH:17]=[CH:18][CH:19]=[CH:20][CH:21]=2)[CH2:13][C:14]#[N:15])[CH:7]=[CH:8][C:9]=1[O:10][CH3:11])[CH3:2], predict the reactants needed to synthesize it. The reactants are: [CH2:1]([O:3][C:4]1[CH:5]=[C:6]([C:12]([C:16]2[CH:21]=[CH:20][CH:19]=[CH:18][CH:17]=2)=[CH:13][C:14]#[N:15])[CH:7]=[CH:8][C:9]=1[O:10][CH3:11])[CH3:2].[H][H].